Task: Predict the reactants needed to synthesize the given product.. Dataset: Full USPTO retrosynthesis dataset with 1.9M reactions from patents (1976-2016) (1) Given the product [CH2:8]([N:10]([CH2:45][CH3:46])[CH2:11][CH2:12][CH2:13][NH:14][C:15]1[N:16]=[C:17]([C:34]2[CH:35]=[C:36]([CH:40]=[C:41]([F:44])[C:42]=2[CH3:43])[C:37]([NH:55][CH:56]([CH3:61])[CH3:57])=[O:38])[C:18]2[CH:24]=[CH:23][C:22](=[O:25])[N:21]([C:26]3[C:27]([F:33])=[CH:28][CH:29]=[CH:30][C:31]=3[F:32])[C:19]=2[N:20]=1)[CH3:9], predict the reactants needed to synthesize it. The reactants are: FC(F)(F)C(O)=O.[CH2:8]([N:10]([CH2:45][CH3:46])[CH2:11][CH2:12][CH2:13][NH:14][C:15]1[N:16]=[C:17]([C:34]2[CH:35]=[C:36]([CH:40]=[C:41]([F:44])[C:42]=2[CH3:43])[C:37](O)=[O:38])[C:18]2[CH:24]=[CH:23][C:22](=[O:25])[N:21]([C:26]3[C:31]([F:32])=[CH:30][CH:29]=[CH:28][C:27]=3[F:33])[C:19]=2[N:20]=1)[CH3:9].CN(C(O[N:55]1N=N[C:57]2C=CC=[CH:61][C:56]1=2)=[N+](C)C)C.F[P-](F)(F)(F)(F)F.C(N(CC)CC)C.C(N)(C)C. (2) Given the product [Cl:13][C:14]1[CH:15]=[C:16]([NH:17][C:2]2[C:11]3[C:6](=[CH:7][CH:8]=[CH:9][CH:10]=3)[C:5]([F:12])=[CH:4][CH:3]=2)[CH:18]=[CH:19][CH:20]=1, predict the reactants needed to synthesize it. The reactants are: Br[C:2]1[C:11]2[C:6](=[CH:7][CH:8]=[CH:9][CH:10]=2)[C:5]([F:12])=[CH:4][CH:3]=1.[Cl:13][C:14]1[CH:15]=[C:16]([CH:18]=[CH:19][CH:20]=1)[NH2:17].CC(C)([O-])C.[Na+]. (3) Given the product [CH3:14][O:13][C:10]1[CH:9]=[C:8]2[C:7]([NH:6][CH2:5][C:4](=[O:3])[NH:15]2)=[CH:12][CH:11]=1, predict the reactants needed to synthesize it. The reactants are: C([O:3][C:4](=O)[CH2:5][NH:6][C:7]1[CH:12]=[CH:11][C:10]([O:13][CH3:14])=[CH:9][C:8]=1[N+:15]([O-])=O)C.C([O-])(O)=O.[Na+]. (4) Given the product [CH2:30]([O:29][C@@H:5]([CH2:6][C:7]1[CH:12]=[CH:11][C:10]([O:13][CH2:14][C:15]2[S:16][C:17]([C:21]3[CH:26]=[CH:25][CH:24]=[C:23]([O:27][CH3:28])[CH:22]=3)=[CH:18][C:19]=2[CH3:20])=[CH:9][CH:8]=1)[C:4]([OH:32])=[O:3])[CH3:31], predict the reactants needed to synthesize it. The reactants are: C([O:3][C:4](=[O:32])[C@@H:5]([O:29][CH2:30][CH3:31])[CH2:6][C:7]1[CH:12]=[CH:11][C:10]([O:13][CH2:14][C:15]2[S:16][C:17]([C:21]3[CH:26]=[CH:25][CH:24]=[C:23]([O:27][CH3:28])[CH:22]=3)=[CH:18][C:19]=2[CH3:20])=[CH:9][CH:8]=1)C.O1CCCC1.[OH-].[Na+]. (5) Given the product [CH:2]([C:3]1[CH:11]=[CH:10][C:8]([O:9][CH2:13][CH2:14][CH2:15][C:16]([O:18][CH3:19])=[O:17])=[C:5]([O:6][CH3:7])[CH:4]=1)=[O:1], predict the reactants needed to synthesize it. The reactants are: [O:1]=[CH:2][C:3]1[CH:11]=[CH:10][C:8]([OH:9])=[C:5]([O:6][CH3:7])[CH:4]=1.Br[CH2:13][CH2:14][CH2:15][C:16]([O:18][CH3:19])=[O:17].C(=O)([O-])[O-].[K+].[K+].O. (6) Given the product [C:19]([O:23][C:24]([N:26]1[C:34]2[C:29](=[CH:30][C:31]([C:35]3[CH:40]=[CH:39][C:38]([F:41])=[C:37]([CH2:42][N:43]([CH2:44][CH2:45][N:46]([C:48]([O:50][C:51]([CH3:54])([CH3:53])[CH3:52])=[O:49])[CH3:47])[CH2:15][C:11]4[CH:12]=[CH:58][CH:57]=[C:56]([F:55])[CH:63]=4)[CH:36]=3)=[CH:32][CH:33]=2)[CH:28]=[N:27]1)=[O:25])([CH3:21])([CH3:22])[CH3:20], predict the reactants needed to synthesize it. The reactants are: C(O[BH-](O[C:11](=O)[CH3:12])OC(=O)C)(=O)C.[Na+].[C:15](O)(=O)C.[C:19]([O:23][C:24]([N:26]1[C:34]2[C:29](=[CH:30][C:31]([C:35]3[CH:40]=[CH:39][C:38]([F:41])=[C:37]([CH2:42][NH:43][CH2:44][CH2:45][N:46]([C:48]([O:50][C:51]([CH3:54])([CH3:53])[CH3:52])=[O:49])[CH3:47])[CH:36]=3)=[CH:32][CH:33]=2)[CH:28]=[N:27]1)=[O:25])([CH3:22])([CH3:21])[CH3:20].[F:55][C:56]1[CH:63]=CC(C=O)=[CH:58][CH:57]=1.